Dataset: Catalyst prediction with 721,799 reactions and 888 catalyst types from USPTO. Task: Predict which catalyst facilitates the given reaction. (1) Reactant: Cl.[N:2]1([C:8]2[CH:15]=[CH:14][C:11]([C:12]#[N:13])=[CH:10][CH:9]=2)[CH2:7][CH2:6][NH:5][CH2:4][CH2:3]1.C(N(CC)CC)C.[F:23][C:24]([F:35])([F:34])[C:25]1[CH:33]=[CH:32][CH:31]=[CH:30][C:26]=1[C:27](Cl)=[O:28]. Product: [F:23][C:24]([F:34])([F:35])[C:25]1[CH:33]=[CH:32][CH:31]=[CH:30][C:26]=1[C:27]([N:5]1[CH2:6][CH2:7][N:2]([C:8]2[CH:9]=[CH:10][C:11]([C:12]#[N:13])=[CH:14][CH:15]=2)[CH2:3][CH2:4]1)=[O:28]. The catalyst class is: 46. (2) Reactant: C[O:2][C:3]([C:5]1[CH:6]=[C:7]([C:19]2[CH:24]=[CH:23][CH:22]=[CH:21][CH:20]=2)[C:8]([O:17][CH3:18])=[C:9]([C:11]2[CH:16]=[CH:15][CH:14]=[CH:13][CH:12]=2)[CH:10]=1)=[O:4].[OH-].[K+]. Product: [CH3:18][O:17][C:8]1[C:9]([C:11]2[CH:12]=[CH:13][CH:14]=[CH:15][CH:16]=2)=[CH:10][C:5]([C:3]([OH:4])=[O:2])=[CH:6][C:7]=1[C:19]1[CH:24]=[CH:23][CH:22]=[CH:21][CH:20]=1. The catalyst class is: 116. (3) Reactant: [Cl:1][C:2]1[CH:7]=[C:6]([N+:8]([O-:10])=[O:9])[CH:5]=[CH:4][C:3]=1[N:11]1[CH2:16][CH2:15][NH:14][CH2:13][CH2:12]1.[CH3:17][C:18]([O:21][C:22](O[C:22]([O:21][C:18]([CH3:20])([CH3:19])[CH3:17])=[O:23])=[O:23])([CH3:20])[CH3:19].CCN(CC)CC. Product: [Cl:1][C:2]1[CH:7]=[C:6]([N+:8]([O-:10])=[O:9])[CH:5]=[CH:4][C:3]=1[N:11]1[CH2:16][CH2:15][N:14]([C:22]([O:21][C:18]([CH3:20])([CH3:19])[CH3:17])=[O:23])[CH2:13][CH2:12]1. The catalyst class is: 79. (4) Reactant: C([O:3][C:4]([CH:6]1[CH2:12][CH2:11][CH2:10][CH2:9][C:8](=[O:13])[NH:7]1)=O)C.B.[Li].Cl.C(=O)([O-])[O-].[K+].[K+]. Product: [OH:3][CH2:4][CH:6]1[NH:7][C:8](=[O:13])[CH2:9][CH2:10][CH2:11][CH2:12]1. The catalyst class is: 489. (5) Reactant: [NH2:1][C:2]1[C:7]([C:8]([NH:10][C@H:11]([C:13]2[CH:18]=[CH:17][C:16]([F:19])=[C:15]([F:20])[CH:14]=2)[CH3:12])=[O:9])=[C:6](Cl)[N:5]=[CH:4][C:3]=1[Br:22].[S:23]1[CH:27]=[CH:26][CH:25]=[C:24]1[CH2:28][NH2:29].C(=O)(O)[O-].[Na+]. Product: [NH2:1][C:2]1[C:7]([C:8]([NH:10][C@H:11]([C:13]2[CH:18]=[CH:17][C:16]([F:19])=[C:15]([F:20])[CH:14]=2)[CH3:12])=[O:9])=[C:6]([NH:29][CH2:28][C:24]2[S:23][CH:27]=[CH:26][CH:25]=2)[N:5]=[CH:4][C:3]=1[Br:22]. The catalyst class is: 709. (6) Reactant: [H-].[Na+].[CH3:3][CH:4]([C:9](=[O:12])[CH2:10][CH3:11])[C:5]([O:7][CH3:8])=[O:6].[Li]CCCC.[O:18]1[C:22]2[CH:23]=[CH:24][CH:25]=[CH:26][C:21]=2[CH:20]=[C:19]1[C:27]([O:29]C)=O.OS([O-])(=O)=O.[K+]. Product: [O:18]1[C:22]2[CH:23]=[CH:24][CH:25]=[CH:26][C:21]=2[CH:20]=[C:19]1[C:27](=[O:29])[CH:10]([CH3:11])[C:9](=[O:12])[CH:4]([CH3:3])[C:5]([O:7][CH3:8])=[O:6]. The catalyst class is: 1.